The task is: Predict the product of the given reaction.. This data is from Forward reaction prediction with 1.9M reactions from USPTO patents (1976-2016). (1) The product is: [NH2:16][C@H:17]1[CH2:21][CH2:20][N:19]([C:5]2[N:10]=[CH:9][C:8]([C:11]([O:13][CH2:14][CH3:15])=[O:12])=[CH:7][N:6]=2)[CH2:18]1. Given the reactants CS([C:5]1[N:10]=[CH:9][C:8]([C:11]([O:13][CH2:14][CH3:15])=[O:12])=[CH:7][N:6]=1)(=O)=O.[NH2:16][C@H:17]1[CH2:21][CH2:20][NH:19][CH2:18]1, predict the reaction product. (2) Given the reactants [CH2:1]([S:3][C:4]1[CH:9]=[CH:8][C:7](Br)=[C:6]([CH3:11])[CH:5]=1)[CH3:2].[CH3:12][C:13]1([CH3:20])[C:17]([CH3:19])([CH3:18])[O:16][BH:15][O:14]1.C(N(CC)CC)C.C(Cl)Cl, predict the reaction product. The product is: [CH2:1]([S:3][C:4]1[CH:9]=[CH:8][C:7]([B:15]2[O:16][C:17]([CH3:19])([CH3:18])[C:13]([CH3:20])([CH3:12])[O:14]2)=[C:6]([CH3:11])[CH:5]=1)[CH3:2]. (3) Given the reactants Br[C:2]1[C:10]2[C:9]([NH:11][C@H:12]([C:14]3[N:19]([C:20]4[CH:25]=[CH:24][CH:23]=[CH:22][CH:21]=4)[C:18](=[O:26])[C:17]4=[C:27]([CH3:30])[CH:28]=[CH:29][N:16]4[N:15]=3)[CH3:13])=[N:8][CH:7]=[N:6][C:5]=2[N:4]([CH2:31][O:32][CH2:33][CH2:34][Si:35]([CH3:38])([CH3:37])[CH3:36])[CH:3]=1.CC1(C)C(C)(C)OB([C:47]2[CH:55]=[CH:54][CH:53]=[C:52]3[C:48]=2[CH:49]=[N:50][NH:51]3)O1.C(=O)([O-])[O-].[Na+].[Na+], predict the reaction product. The product is: [NH:51]1[C:52]2[C:48](=[C:47]([C:2]3[C:10]4[C:9]([NH:11][C@H:12]([C:14]5[N:19]([C:20]6[CH:25]=[CH:24][CH:23]=[CH:22][CH:21]=6)[C:18](=[O:26])[C:17]6=[C:27]([CH3:30])[CH:28]=[CH:29][N:16]6[N:15]=5)[CH3:13])=[N:8][CH:7]=[N:6][C:5]=4[N:4]([CH2:31][O:32][CH2:33][CH2:34][Si:35]([CH3:38])([CH3:37])[CH3:36])[CH:3]=3)[CH:55]=[CH:54][CH:53]=2)[CH:49]=[N:50]1. (4) Given the reactants OC(C(F)(F)F)=O.[F:8][C:9]1[CH:26]=[CH:25][C:12]([CH2:13][C:14]2[C:23]3[C:18](=[CH:19][CH:20]=[CH:21][CH:22]=3)[C:17](=[O:24])[NH:16][N:15]=2)=[CH:11][C:10]=1[C:27]([N:29]1[CH2:34][CH2:33][NH:32][CH2:31][CH2:30]1)=[O:28].[CH:35]1([C:38](=[O:42])[C:39](O)=[O:40])[CH2:37][CH2:36]1.CCN(C(C)C)C(C)C.CN(C(ON1N=NC2C=CC=NC1=2)=[N+](C)C)C.F[P-](F)(F)(F)(F)F, predict the reaction product. The product is: [CH:35]1([C:38](=[O:42])[C:39]([N:32]2[CH2:33][CH2:34][N:29]([C:27](=[O:28])[C:10]3[CH:11]=[C:12]([CH2:13][C:14]4[C:23]5[C:18](=[CH:19][CH:20]=[CH:21][CH:22]=5)[C:17](=[O:24])[NH:16][N:15]=4)[CH:25]=[CH:26][C:9]=3[F:8])[CH2:30][CH2:31]2)=[O:40])[CH2:37][CH2:36]1. (5) Given the reactants [CH3:1][O:2][CH2:3][CH2:4][N:5]([CH2:13][C:14]1[N:19]=[CH:18][C:17]([NH:20][C:21](=[O:23])[O-])=[CH:16][CH:15]=1)[C:6]([O:8][C:9]([CH3:12])([CH3:11])[CH3:10])=[O:7].C(N(CC)CC)C.[Cl:31][C:32]1[CH:33]=[C:34]([N:38]2[C:42]([CH2:43][NH2:44])=[CH:41][C:40]([C:45]([F:48])([F:47])[F:46])=[N:39]2)[CH:35]=[CH:36][CH:37]=1, predict the reaction product. The product is: [Cl:31][C:32]1[CH:33]=[C:34]([N:38]2[C:42]([CH2:43][NH:44][C:21](=[O:23])[NH:20][C:17]3[CH:16]=[CH:15][C:14]([CH2:13][N:5]([CH2:4][CH2:3][O:2][CH3:1])[C:6](=[O:7])[O:8][C:9]([CH3:10])([CH3:11])[CH3:12])=[N:19][CH:18]=3)=[CH:41][C:40]([C:45]([F:46])([F:47])[F:48])=[N:39]2)[CH:35]=[CH:36][CH:37]=1. (6) The product is: [ClH:2].[Cl:2][CH2:3][CH2:4][CH:5]([C:17]1[CH:22]=[CH:21][CH:20]=[CH:19][CH:18]=1)[C:6]([NH:8][NH2:9])=[O:7]. Given the reactants Cl.[Cl:2][CH2:3][CH2:4][CH:5]([C:17]1[CH:22]=[CH:21][CH:20]=[CH:19][CH:18]=1)[C:6]([NH:8][NH:9]C(OC(C)(C)C)=O)=[O:7], predict the reaction product.